From a dataset of Forward reaction prediction with 1.9M reactions from USPTO patents (1976-2016). Predict the product of the given reaction. (1) Given the reactants [Br:1][C:2]1[CH:18]=[CH:17][C:5]([CH2:6][NH:7][C@@H:8]([CH2:13][CH:14]([CH3:16])[CH3:15])[C:9]([O:11]C)=[O:10])=[CH:4][CH:3]=1.[Li+].[OH-].Cl, predict the reaction product. The product is: [Br:1][C:2]1[CH:3]=[CH:4][C:5]([CH2:6][NH:7][C@@H:8]([CH2:13][CH:14]([CH3:15])[CH3:16])[C:9]([OH:11])=[O:10])=[CH:17][CH:18]=1. (2) Given the reactants [F:1][C:2]1[CH:7]=[CH:6][C:5]([N:8]([N:13]=[O:14])[CH2:9][C:10]([OH:12])=O)=[CH:4][CH:3]=1, predict the reaction product. The product is: [F:1][C:2]1[CH:3]=[CH:4][C:5]([N:8]2[CH:9]=[C:10]([O-:12])[O+:14]=[N:13]2)=[CH:6][CH:7]=1. (3) Given the reactants C[O:2][C:3](=[O:32])[C@H:4]([CH2:6][CH:7]([CH2:9][C:10](=[O:31])[C:11]1[CH:16]=[CH:15][CH:14]=[C:13]([NH:17][CH2:18][C:19]2[CH:24]=[CH:23][N:22]=[CH:21][CH:20]=2)[C:12]=1[C:25]1[CH:30]=[CH:29][CH:28]=[CH:27][CH:26]=1)[CH3:8])[NH2:5].[Li+].[OH-], predict the reaction product. The product is: [N:22]1[CH:23]=[CH:24][C:19]([CH2:18][NH:17][C:13]2[C:12]([C:25]3[CH:26]=[CH:27][CH:28]=[CH:29][CH:30]=3)=[C:11]([CH:16]=[CH:15][CH:14]=2)[C:10]([CH2:9][CH:7]([CH3:8])[CH2:6][C@@H:4]([C:3]([OH:32])=[O:2])[NH2:5])=[O:31])=[CH:20][CH:21]=1. (4) Given the reactants [I:1][C:2]1[CH:7]=[CH:6][C:5]([C:8]([N:10]2[CH2:14][CH2:13][C@@H:12](OS(C)(=O)=O)[CH2:11]2)=[O:9])=[CH:4][CH:3]=1.[CH:20]1([NH2:23])[CH2:22][CH2:21]1.C([O-])([O-])=O.[K+].[K+], predict the reaction product. The product is: [CH:20]1([NH:23][C@H:12]2[CH2:13][CH2:14][N:10]([C:8]([C:5]3[CH:6]=[CH:7][C:2]([I:1])=[CH:3][CH:4]=3)=[O:9])[CH2:11]2)[CH2:22][CH2:21]1. (5) Given the reactants C([O:8][C:9]1[CH:14]=[CH:13][C:12]([CH2:15][CH2:16][S:17]([CH:20]([CH2:25][CH2:26][N:27]2[C:32](=[O:33])[C:31]3[CH:34]=[CH:35][CH:36]=[CH:37][C:30]=3[N:29]=[N:28]2)[C:21]([O:23][CH3:24])=[O:22])(=[O:19])=[O:18])=[CH:11][CH:10]=1)C1C=CC=CC=1.CSC.B(F)(F)F.CCOCC, predict the reaction product. The product is: [OH:8][C:9]1[CH:10]=[CH:11][C:12]([CH2:15][CH2:16][S:17]([CH:20]([CH2:25][CH2:26][N:27]2[C:32](=[O:33])[C:31]3[CH:34]=[CH:35][CH:36]=[CH:37][C:30]=3[N:29]=[N:28]2)[C:21]([O:23][CH3:24])=[O:22])(=[O:19])=[O:18])=[CH:13][CH:14]=1. (6) Given the reactants [CH3:1][C:2]1[CH:7]=[CH:6][C:5]([C:8]#[CH:9])=[CH:4][CH:3]=1.[Cl:10][C:11]1[CH:18]=[CH:17][CH:16]=[CH:15][C:12]=1[CH2:13][SH:14].[Na], predict the reaction product. The product is: [CH3:1][C:2]1[CH:7]=[CH:6][C:5](/[CH:8]=[CH:9]\[CH:13]([S:14][CH:13](/[CH:9]=[CH:8]\[C:5]2[CH:6]=[CH:7][C:2]([CH3:1])=[CH:3][CH:4]=2)[C:12]2[CH:15]=[CH:16][CH:17]=[CH:18][C:11]=2[Cl:10])[C:12]2[CH:15]=[CH:16][CH:17]=[CH:18][C:11]=2[Cl:10])=[CH:4][CH:3]=1. (7) Given the reactants C([O:3][C:4]([C:6]1[CH:7]2[N:33]([C:34]([O:36][C:37]([CH3:40])([CH3:39])[CH3:38])=[O:35])[CH:11]([CH2:12][C:13]=1[C:14]1[CH:19]=[CH:18][C:17]([O:20][CH2:21][CH2:22][O:23][C:24]3[C:29]([Cl:30])=[CH:28][C:27]([CH3:31])=[CH:26][C:25]=3[Cl:32])=[CH:16][CH:15]=1)[CH2:10][N:9]([C:41]([O:43][C:44]([CH3:47])([CH3:46])[CH3:45])=[O:42])[CH2:8]2)=[O:5])C.[OH-].[Na+], predict the reaction product. The product is: [C:44]([O:43][C:41]([N:9]1[CH2:8][CH:7]2[N:33]([C:34]([O:36][C:37]([CH3:40])([CH3:39])[CH3:38])=[O:35])[CH:11]([CH2:12][C:13]([C:14]3[CH:15]=[CH:16][C:17]([O:20][CH2:21][CH2:22][O:23][C:24]4[C:25]([Cl:32])=[CH:26][C:27]([CH3:31])=[CH:28][C:29]=4[Cl:30])=[CH:18][CH:19]=3)=[C:6]2[C:4]([OH:5])=[O:3])[CH2:10]1)=[O:42])([CH3:45])([CH3:46])[CH3:47]. (8) Given the reactants [CH3:1][C:2]1([C:8]2[CH:13]=[CH:12][CH:11]=[CH:10][CH:9]=2)[C:5](=[O:6])[CH2:4][C:3]1=[O:7].[CH3:14][C:15]1[CH:16]=[CH:17][C:18]2[CH:22]=[C:21]([CH:23]([C:25]3[CH:30]=[CH:29][CH:28]=[CH:27][CH:26]=3)O)[S:20][C:19]=2[CH:31]=1, predict the reaction product. The product is: [OH:6][C:5]1[C:2]([CH3:1])([C:8]2[CH:13]=[CH:12][CH:11]=[CH:10][CH:9]=2)[C:3](=[O:7])[C:4]=1[CH:23]([C:21]1[S:20][C:19]2[CH:31]=[C:15]([CH3:14])[CH:16]=[CH:17][C:18]=2[CH:22]=1)[C:25]1[CH:30]=[CH:29][CH:28]=[CH:27][CH:26]=1. (9) Given the reactants [Br:1][C:2]1[CH:3]=[CH:4][C:5](I)=[C:6]([CH:9]=1)[C:7]#[N:8].[Br-].[CH2:12]([Zn+])[CH:13]([CH3:15])[CH3:14], predict the reaction product. The product is: [CH3:12][CH:13]([CH3:15])[CH2:14][C:5]1[CH:4]=[CH:3][C:2]([Br:1])=[CH:9][C:6]=1[C:7]#[N:8].